This data is from Full USPTO retrosynthesis dataset with 1.9M reactions from patents (1976-2016). The task is: Predict the reactants needed to synthesize the given product. (1) Given the product [C:1]([NH2:5])(=[O:4])[C:2]#[CH:3].[NH2:6][C:7]1[N:11]([C:12]2[C:13]([Cl:23])=[CH:14][C:15]([C:19]([F:20])([F:21])[F:22])=[CH:16][C:17]=2[Cl:18])[N:10]=[C:9]([C:24]([OH:26])=[O:25])[C:8]=1[S:27]([C:28]([F:31])([F:30])[F:29])=[O:40], predict the reactants needed to synthesize it. The reactants are: [C:1]([NH2:5])(=[O:4])[C:2]#[CH:3].[NH2:6][C:7]1[N:11]([C:12]2[C:17]([Cl:18])=[CH:16][C:15]([C:19]([F:22])([F:21])[F:20])=[CH:14][C:13]=2[Cl:23])[N:10]=[C:9]([C:24]([OH:26])=[O:25])[C:8]=1[S:27][C:28]([F:31])([F:30])[F:29].ClC1C=CC=C(C(OO)=[O:40])C=1.S([O-])([O-])=O.[Na+].[Na+].C(=O)([O-])O.[Na+]. (2) The reactants are: [CH3:1][C:2]1[CH:7]=[C:6]([CH3:8])[NH:5][C:4](=[O:9])[C:3]=1[CH2:10][NH:11][C:12](=[O:36])[C:13]1[CH:18]=[C:17]([C:19]2[CH:20]=[N:21][C:22]([CH:25]=O)=[CH:23][CH:24]=2)[CH:16]=[C:15]([N:27]([CH3:34])[CH:28]2[CH2:33][CH2:32][O:31][CH2:30][CH2:29]2)[C:14]=1[CH3:35].[CH3:37][NH:38][CH3:39].C(O)(=O)C.C([BH3-])#N.[Na+]. Given the product [CH3:1][C:2]1[CH:7]=[C:6]([CH3:8])[NH:5][C:4](=[O:9])[C:3]=1[CH2:10][NH:11][C:12](=[O:36])[C:13]1[CH:18]=[C:17]([C:19]2[CH:20]=[N:21][C:22]([CH2:25][N:38]([CH3:39])[CH3:37])=[CH:23][CH:24]=2)[CH:16]=[C:15]([N:27]([CH3:34])[CH:28]2[CH2:29][CH2:30][O:31][CH2:32][CH2:33]2)[C:14]=1[CH3:35], predict the reactants needed to synthesize it. (3) Given the product [C:19]1([CH2:18][O:1][C:2]2[CH:3]=[C:4]([CH2:8][C:9]([O:11][CH2:8][C:4]3[CH:5]=[CH:6][CH:7]=[CH:2][CH:3]=3)=[O:10])[CH:5]=[CH:6][CH:7]=2)[CH:24]=[CH:23][CH:22]=[CH:21][CH:20]=1, predict the reactants needed to synthesize it. The reactants are: [OH:1][C:2]1[CH:3]=[C:4]([CH2:8][C:9]([OH:11])=[O:10])[CH:5]=[CH:6][CH:7]=1.C(=O)([O-])[O-].[K+].[K+].[CH2:18](Br)[C:19]1[CH:24]=[CH:23][CH:22]=[CH:21][CH:20]=1. (4) Given the product [C:22]([NH:25][C:26]1[CH:36]=[CH:35][CH:34]=[C:28]2[C:27]=1[C:32](=[O:31])[N:1]([CH:2]([C:7]1[CH:12]=[CH:11][C:10]([O:13][CH:14]([F:16])[F:15])=[C:9]([O:17][CH2:18][CH:19]3[CH2:21][CH2:20]3)[CH:8]=1)[CH2:3][C:4]([OH:6])=[O:5])[C:29]2=[O:30])(=[O:24])[CH3:23], predict the reactants needed to synthesize it. The reactants are: [NH2:1][CH:2]([C:7]1[CH:12]=[CH:11][C:10]([O:13][CH:14]([F:16])[F:15])=[C:9]([O:17][CH2:18][CH:19]2[CH2:21][CH2:20]2)[CH:8]=1)[CH2:3][C:4]([OH:6])=[O:5].[C:22]([NH:25][C:26]1[CH:36]=[CH:35][CH:34]=[C:28]2[C:29]([O:31][C:32](=O)[C:27]=12)=[O:30])(=[O:24])[CH3:23].C([O-])(=O)C.[Na+]. (5) Given the product [CH2:7]([C:3]1([OH:6])[CH2:2][CH:5]([CH3:13])[CH2:4]1)[CH:8]=[CH2:9], predict the reactants needed to synthesize it. The reactants are: C[CH:2]1[CH2:5][CH2:4][C:3]1=[O:6].[CH2:7]([Mg]Br)[CH:8]=[CH2:9].O.[CH2:13]1COCC1.